The task is: Regression. Given two drug SMILES strings and cell line genomic features, predict the synergy score measuring deviation from expected non-interaction effect.. This data is from NCI-60 drug combinations with 297,098 pairs across 59 cell lines. (1) Drug 1: CC1C(C(=O)NC(C(=O)N2CCCC2C(=O)N(CC(=O)N(C(C(=O)O1)C(C)C)C)C)C(C)C)NC(=O)C3=C4C(=C(C=C3)C)OC5=C(C(=O)C(=C(C5=N4)C(=O)NC6C(OC(=O)C(N(C(=O)CN(C(=O)C7CCCN7C(=O)C(NC6=O)C(C)C)C)C)C(C)C)C)N)C. Drug 2: CC1CCCC2(C(O2)CC(NC(=O)CC(C(C(=O)C(C1O)C)(C)C)O)C(=CC3=CSC(=N3)C)C)C. Cell line: SNB-75. Synergy scores: CSS=29.0, Synergy_ZIP=0.161, Synergy_Bliss=-1.72, Synergy_Loewe=-13.4, Synergy_HSA=-1.89. (2) Drug 1: CC=C1C(=O)NC(C(=O)OC2CC(=O)NC(C(=O)NC(CSSCCC=C2)C(=O)N1)C(C)C)C(C)C. Drug 2: C(CC(=O)O)C(=O)CN.Cl. Cell line: CAKI-1. Synergy scores: CSS=52.5, Synergy_ZIP=-0.623, Synergy_Bliss=2.26, Synergy_Loewe=-37.8, Synergy_HSA=1.21. (3) Drug 2: C1=CN(C=N1)CC(O)(P(=O)(O)O)P(=O)(O)O. Synergy scores: CSS=4.26, Synergy_ZIP=-5.37, Synergy_Bliss=-7.64, Synergy_Loewe=-6.95, Synergy_HSA=-6.70. Drug 1: C1=CC(=CC=C1CC(C(=O)O)N)N(CCCl)CCCl.Cl. Cell line: RXF 393. (4) Drug 1: C1CN1C2=NC(=NC(=N2)N3CC3)N4CC4. Drug 2: CN(CC1=CN=C2C(=N1)C(=NC(=N2)N)N)C3=CC=C(C=C3)C(=O)NC(CCC(=O)O)C(=O)O. Cell line: SF-268. Synergy scores: CSS=27.1, Synergy_ZIP=-13.9, Synergy_Bliss=-4.60, Synergy_Loewe=-5.48, Synergy_HSA=-3.40. (5) Drug 1: C1=CC(=CC=C1CCC2=CNC3=C2C(=O)NC(=N3)N)C(=O)NC(CCC(=O)O)C(=O)O. Drug 2: CC1OCC2C(O1)C(C(C(O2)OC3C4COC(=O)C4C(C5=CC6=C(C=C35)OCO6)C7=CC(=C(C(=C7)OC)O)OC)O)O. Cell line: CAKI-1. Synergy scores: CSS=51.2, Synergy_ZIP=-4.01, Synergy_Bliss=-1.30, Synergy_Loewe=3.88, Synergy_HSA=5.25.